Task: Predict the reactants needed to synthesize the given product.. Dataset: Full USPTO retrosynthesis dataset with 1.9M reactions from patents (1976-2016) (1) Given the product [Cl:1][C:2]1[CH:3]=[CH:4][C:5]([CH:8]2[CH2:13][CH2:12][CH2:11][N:10]([CH2:21][CH:19]([OH:20])[C:18]([F:23])([F:22])[F:17])[CH2:9]2)=[CH:6][CH:7]=1, predict the reactants needed to synthesize it. The reactants are: [Cl:1][C:2]1[CH:7]=[CH:6][C:5]([CH:8]2[CH2:13][CH2:12][CH2:11][NH:10][CH2:9]2)=[CH:4][CH:3]=1.C(#N)C.[F:17][C:18]([F:23])([F:22])[CH:19]1[CH2:21][O:20]1. (2) Given the product [CH2:25]([C@@H:32]1[CH2:36][O:35][C:34](=[O:37])[N:33]1[C:16](=[O:18])[CH2:15][C:12]1[CH:13]=[CH:14][C:9]([Cl:8])=[C:10]([F:19])[CH:11]=1)[C:26]1[CH:27]=[CH:28][CH:29]=[CH:30][CH:31]=1, predict the reactants needed to synthesize it. The reactants are: CC(C)(C)C(Cl)=O.[Cl:8][C:9]1[CH:14]=[CH:13][C:12]([CH2:15][C:16]([OH:18])=O)=[CH:11][C:10]=1[F:19].[Li]CCCC.[CH2:25]([C@@H:32]1[CH2:36][O:35][C:34](=[O:37])[NH:33]1)[C:26]1[CH:31]=[CH:30][CH:29]=[CH:28][CH:27]=1. (3) Given the product [Cl:1][C:2]1[C:3]([C:15](=[O:16])[CH2:14][Cl:13])=[CH:4][C:5]([CH3:12])=[C:6]([NH:8][C:9](=[O:11])[CH3:10])[CH:7]=1, predict the reactants needed to synthesize it. The reactants are: [Cl:1][C:2]1[CH:3]=[CH:4][C:5]([CH3:12])=[C:6]([NH:8][C:9](=[O:11])[CH3:10])[CH:7]=1.[Cl:13][CH2:14][C:15](Cl)=[O:16].[Cl-].[Al+3].[Cl-].[Cl-]. (4) Given the product [Cl:2][C:3]1[CH:4]=[C:5]([N:13]2[C:19]([C:21]3[CH:26]=[CH:25][C:24]([C:27]4[N:28]=[CH:29][S:30][CH:31]=4)=[C:23]([CH3:32])[CH:22]=3)=[CH:18][C:17]([C:16]([F:35])([F:34])[F:15])=[N:14]2)[CH:6]=[CH:7][C:8]=1[S:9]([NH2:10])(=[O:11])=[O:12], predict the reactants needed to synthesize it. The reactants are: Cl.[Cl:2][C:3]1[CH:4]=[C:5]([NH:13][NH2:14])[CH:6]=[CH:7][C:8]=1[S:9](=[O:12])(=[O:11])[NH2:10].[F:15][C:16]([F:35])([F:34])[C:17](=O)[CH2:18][C:19]([C:21]1[CH:26]=[CH:25][C:24]([C:27]2[N:28]=[CH:29][S:30][CH:31]=2)=[C:23]([CH3:32])[CH:22]=1)=O. (5) Given the product [C:14]([CH2:13][O:12][C:9]1[CH:10]=[C:11]2[C:6](=[CH:7][CH:8]=1)[N:5]=[CH:4][CH:3]=[C:2]2[S:1][C:17]1([C:21]([OH:23])=[O:22])[CH2:20][CH2:19][CH2:18]1)#[N:15], predict the reactants needed to synthesize it. The reactants are: [SH:1][C:2]1[C:11]2[C:6](=[CH:7][CH:8]=[C:9]([O:12][CH2:13][C:14]#[N:15])[CH:10]=2)[N:5]=[CH:4][CH:3]=1.Br[C:17]1([C:21]([OH:23])=[O:22])[CH2:20][CH2:19][CH2:18]1.C(N(CC)CC)C.O. (6) Given the product [Si:1]([O:18][CH2:19][C:20]1[N:21]=[CH:22][N:23]([CH2:25][O:26][CH2:27][CH2:28][Si:29]([CH3:32])([CH3:31])[CH3:30])[C:24]=1[CH3:33])([C:14]([CH3:16])([CH3:17])[CH3:15])([C:2]1[CH:7]=[CH:6][CH:5]=[CH:4][CH:3]=1)[C:8]1[CH:9]=[CH:10][CH:11]=[CH:12][CH:13]=1.[Si:1]([O:18][CH2:19][C:20]1[N:21]([CH2:38][O:37][CH2:36][CH2:35][Si:34]([CH3:41])([CH3:40])[CH3:33])[CH:22]=[N:23][C:24]=1[CH3:42])([C:14]([CH3:17])([CH3:15])[CH3:16])([C:8]1[CH:13]=[CH:12][CH:11]=[CH:10][CH:9]=1)[C:2]1[CH:7]=[CH:6][CH:5]=[CH:4][CH:3]=1, predict the reactants needed to synthesize it. The reactants are: [Si:1]([O:18][CH2:19][C:20]1[N:21]=[CH:22][N:23]([CH2:25][O:26][CH2:27][CH2:28][Si:29]([CH3:32])([CH3:31])[CH3:30])[CH:24]=1)([C:14]([CH3:17])([CH3:16])[CH3:15])([C:8]1[CH:13]=[CH:12][CH:11]=[CH:10][CH:9]=1)[C:2]1[CH:7]=[CH:6][CH:5]=[CH:4][CH:3]=1.[CH3:33][Si:34]([CH3:41])([CH3:40])[CH2:35][CH2:36][O:37][CH2:38]Cl.[C:42](#N)C. (7) Given the product [CH3:1][C:2]([C@:4]1([OH:31])[C@@:8]2([CH3:23])[CH2:9][CH2:10][C@@H:11]3[C@:21]4([CH3:22])[C:15](=[CH:16][C:17]([CH2:19][CH2:20]4)=[O:18])[CH2:14][CH2:13][C@H:12]3[C@@H:7]2[CH2:6][CH2:5]1)=[O:3], predict the reactants needed to synthesize it. The reactants are: [CH3:1][C:2]([C:4]1[C@@:8]2([CH3:23])[CH2:9][CH2:10][C@@H:11]3[C@:21]4([CH3:22])[C:15](=[CH:16][C:17]([CH2:19][CH2:20]4)=[O:18])[CH2:14][CH2:13][C@H:12]3[C@@H:7]2[CH2:6][CH:5]=1)=[O:3].ClCCCl.C([OH:31])(C)C. (8) Given the product [OH:31][C@H:30]([CH2:34][OH:33])[CH2:29][N:28]1[C:3](=[O:44])[C:4]2[C:5](=[C:6]([CH2:10][O:11][C:12]3[CH:13]=[CH:14][C:15]([C:18]4[CH:23]=[C:22]([F:24])[C:21]([F:25])=[CH:20][C:19]=4[F:26])=[CH:16][CH:17]=3)[CH:7]=[CH:8][CH:9]=2)[NH:27]1.[OH:31][C@@H:30]([CH2:34][OH:33])[CH2:29][N:28]1[C:3](=[O:44])[C:4]2[C:5](=[C:6]([CH2:10][O:11][C:12]3[CH:13]=[CH:14][C:15]([C:18]4[CH:23]=[C:22]([F:24])[C:21]([F:25])=[CH:20][C:19]=4[F:26])=[CH:16][CH:17]=3)[CH:7]=[CH:8][CH:9]=2)[NH:27]1, predict the reactants needed to synthesize it. The reactants are: CO[C:3](=[O:44])[C:4]1[CH:9]=[CH:8][CH:7]=[C:6]([CH2:10][O:11][C:12]2[CH:17]=[CH:16][C:15]([C:18]3[CH:23]=[C:22]([F:24])[C:21]([F:25])=[CH:20][C:19]=3[F:26])=[CH:14][CH:13]=2)[C:5]=1[NH:27][N:28](C(OC(C)(C)C)=O)[CH2:29][C@H:30]1[CH2:34][O:33]C(C)(C)[O:31]1.Cl. (9) Given the product [Cl:1][C:2]1[CH:3]=[C:4](/[N:9]=[C:10]2\[S:11][CH2:17][N:12]\2[C:13](=[O:15])[CH3:14])[CH:5]=[C:6]([Cl:8])[CH:7]=1, predict the reactants needed to synthesize it. The reactants are: [Cl:1][C:2]1[CH:3]=[C:4]([NH:9][C:10]([NH:12][C:13](=[O:15])[CH3:14])=[S:11])[CH:5]=[C:6]([Cl:8])[CH:7]=1.I[CH2:17]I.C(N(CC)CC)C.